This data is from Full USPTO retrosynthesis dataset with 1.9M reactions from patents (1976-2016). The task is: Predict the reactants needed to synthesize the given product. (1) The reactants are: Cl.[F:2][C:3]1[CH:8]=[C:7]([F:9])[CH:6]=[CH:5][C:4]=1[N:10]1[C:14]([N:15]2[N:24]=[C:23]3[C:17]([CH2:18][CH2:19][O:20][C:21]4[CH:28]=[CH:27][C:26]([C:29]5([CH2:35][OH:36])[CH2:34][CH2:33][NH:32][CH2:31][CH2:30]5)=[CH:25][C:22]=43)=[CH:16]2)=[N:13][CH:12]=[N:11]1.CCN(C(C)C)C(C)C.[CH:46]([S:48]([CH:51]=C)(=[O:50])=[O:49])=[CH2:47]. Given the product [F:2][C:3]1[CH:8]=[C:7]([F:9])[CH:6]=[CH:5][C:4]=1[N:10]1[C:14]([N:15]2[N:24]=[C:23]3[C:17]([CH2:18][CH2:19][O:20][C:21]4[CH:28]=[CH:27][C:26]([C:29]5([CH2:35][OH:36])[CH2:30][CH2:31][N:32]([CH2:47][CH2:46][S:48]([CH3:51])(=[O:50])=[O:49])[CH2:33][CH2:34]5)=[CH:25][C:22]=43)=[CH:16]2)=[N:13][CH:12]=[N:11]1, predict the reactants needed to synthesize it. (2) The reactants are: Cl.[CH3:2][C:3]1([C:9]([NH2:11])=[O:10])[CH2:8][CH2:7][CH2:6][NH:5][CH2:4]1.O1CCOCC1.C(=O)([O-])[O-].[Na+].[Na+].Cl[C:25]([O:27][CH2:28][C:29]1[CH:34]=[CH:33][CH:32]=[CH:31][CH:30]=1)=[O:26]. Given the product [CH2:28]([O:27][C:25]([N:5]1[CH2:6][CH2:7][CH2:8][C:3]([C:9](=[O:10])[NH2:11])([CH3:2])[CH2:4]1)=[O:26])[C:29]1[CH:34]=[CH:33][CH:32]=[CH:31][CH:30]=1, predict the reactants needed to synthesize it.